From a dataset of Reaction yield outcomes from USPTO patents with 853,638 reactions. Predict the reaction yield, written as a fraction of the theoretical maximum amount of product (1.0 means a 100% yield; for example, 0.34 means a 34% yield). (1) The reactants are [NH2:1][C:2]1[C:3]([OH:15])=[CH:4][CH:5]=[C:6]2[C:10]=1[N:9]([CH2:11][C@H:12]([OH:14])[CH3:13])[N:8]=[CH:7]2.[C:16]([O:22]C)(=O)[C:17](OC)=O.[NH3:24]. The catalyst is CO.O.C1(C)C=CC(S(OS(C2C=CC(C)=CC=2)(=O)=O)(=O)=O)=CC=1. The product is [OH:14][C@H:12]([CH3:13])[CH2:11][N:9]1[C:10]2[C:2]3[N:1]=[C:17]([C:16]([NH2:24])=[O:22])[O:15][C:3]=3[CH:4]=[CH:5][C:6]=2[CH:7]=[N:8]1. The yield is 0.450. (2) The reactants are [F:1][C:2]([F:35])([F:34])[C:3]1[CH:4]=[C:5]([CH:27]=[C:28]([C:30]([F:33])([F:32])[F:31])[CH:29]=1)[CH2:6][O:7][CH2:8][CH:9]([C:21]1[CH:26]=[CH:25][CH:24]=[CH:23][CH:22]=1)[CH2:10][NH:11][C:12](=O)[O:13]C1C=CC=CC=1.[NH2:36][CH:37]1[CH2:42][CH2:41][N:40]([C:43]([O:45][C:46]([CH3:49])([CH3:48])[CH3:47])=[O:44])[CH2:39][CH2:38]1.C(N(CC)CC)C. The catalyst is C(O)(C)C. The product is [F:1][C:2]([F:34])([F:35])[C:3]1[CH:4]=[C:5]([CH:27]=[C:28]([C:30]([F:32])([F:31])[F:33])[CH:29]=1)[CH2:6][O:7][CH2:8][CH:9]([C:21]1[CH:26]=[CH:25][CH:24]=[CH:23][CH:22]=1)[CH2:10][NH:11][C:12](=[O:13])[NH:36][CH:37]1[CH2:38][CH2:39][N:40]([C:43]([O:45][C:46]([CH3:49])([CH3:48])[CH3:47])=[O:44])[CH2:41][CH2:42]1. The yield is 0.720. (3) The reactants are Br[C:2]1[CH:11]=[C:10]([CH3:12])[CH:9]=[CH:8][C:3]=1[C:4]([O:6][CH3:7])=[O:5].[K+].[CH:14]([B-](F)(F)F)=[CH2:15]. The catalyst is C(O)CC.C1C=CC(P(C2C=CC=CC=2)[C-]2C=CC=C2)=CC=1.C1C=CC(P(C2C=CC=CC=2)[C-]2C=CC=C2)=CC=1.Cl[Pd]Cl.[Fe+2]. The product is [CH:14]([C:2]1[CH:11]=[C:10]([CH3:12])[CH:9]=[CH:8][C:3]=1[C:4]([O:6][CH3:7])=[O:5])=[CH2:15]. The yield is 0.600. (4) The reactants are [F:1][C:2]1[CH:20]=[CH:19][C:5]([C:6]([NH:8][CH2:9][C:10]2[CH:15]=[CH:14][CH:13]=[C:12]([N+:16]([O-:18])=[O:17])[CH:11]=2)=[O:7])=[C:4]([OH:21])[CH:3]=1.C([O-])([O-])=O.[K+].[K+].Br[CH2:29][C:30]([O:32][CH2:33][CH3:34])=[O:31].Cl. The catalyst is CC(C)=O.C(OCC)(=O)C. The product is [CH2:33]([O:32][C:30](=[O:31])[CH2:29][O:21][C:4]1[CH:3]=[C:2]([F:1])[CH:20]=[CH:19][C:5]=1[C:6](=[O:7])[NH:8][CH2:9][C:10]1[CH:15]=[CH:14][CH:13]=[C:12]([N+:16]([O-:18])=[O:17])[CH:11]=1)[CH3:34]. The yield is 0.930. (5) The reactants are Cl[C:2]1[N:7]=[C:6]([CH3:8])[C:5]([N+:9]([O-:11])=[O:10])=[CH:4][CH:3]=1.[NH2:12][C@@H:13]([CH2:16][C:17]1[CH:22]=[CH:21][CH:20]=[CH:19][CH:18]=1)[CH2:14][OH:15].C([O-])(=O)C.[Na+]. The catalyst is CCO. The product is [CH3:8][C:6]1[N:7]=[C:2]([NH:12][C@@H:13]([CH2:16][C:17]2[CH:22]=[CH:21][CH:20]=[CH:19][CH:18]=2)[CH2:14][OH:15])[CH:3]=[CH:4][C:5]=1[N+:9]([O-:11])=[O:10]. The yield is 0.480.